This data is from Forward reaction prediction with 1.9M reactions from USPTO patents (1976-2016). The task is: Predict the product of the given reaction. (1) Given the reactants [F:1][C:2]([F:35])([F:34])[C:3]1[CH:4]=[C:5]([C:13]2([C:30]([F:33])([F:32])[F:31])[CH2:17][CH2:16][N:15]([C:18]3[N:23]=[CH:22][C:21]([CH2:24]O)=[C:20]([C:26]([F:29])([F:28])[F:27])[CH:19]=3)[CH2:14]2)[CH:6]=[C:7]([C:9]([F:12])([F:11])[F:10])[CH:8]=1.[C:36]1(=[O:46])[NH:40][C:39](=[O:41])[C:38]2=[CH:42][CH:43]=[CH:44][CH:45]=[C:37]12.C1(P(C2C=CC=CC=2)C2C=CC=CC=2)C=CC=CC=1.N(C(OCC)=O)=NC(OCC)=O, predict the reaction product. The product is: [F:35][C:2]([F:1])([F:34])[C:3]1[CH:4]=[C:5]([C:13]2([C:30]([F:31])([F:32])[F:33])[CH2:17][CH2:16][N:15]([C:18]3[N:23]=[CH:22][C:21]([CH2:24][N:40]4[C:36](=[O:46])[C:37]5[C:38](=[CH:42][CH:43]=[CH:44][CH:45]=5)[C:39]4=[O:41])=[C:20]([C:26]([F:27])([F:28])[F:29])[CH:19]=3)[CH2:14]2)[CH:6]=[C:7]([C:9]([F:12])([F:11])[F:10])[CH:8]=1. (2) Given the reactants Br[CH2:2][C:3]([O:5]CC)=[O:4].[OH-].[Na+].[CH:10]([C:13]1[CH:18]=[CH:17][CH:16]=[C:15]([O:19][CH3:20])[C:14]=1[OH:21])([CH3:12])[CH3:11], predict the reaction product. The product is: [CH3:20][O:19][C:15]1[CH:16]=[CH:17][CH:18]=[C:13]([CH:10]([CH3:12])[CH3:11])[C:14]=1[O:21][CH2:2][C:3]([OH:5])=[O:4].